Task: Predict the reactants needed to synthesize the given product.. Dataset: Full USPTO retrosynthesis dataset with 1.9M reactions from patents (1976-2016) (1) Given the product [C:13]([O:17][C:23](=[O:32])[NH:20][C@@H:8]1[CH2:9][C@H:7]1[C:4]1[S:5][CH:6]=[C:2]([Br:1])[CH:3]=1)([CH3:16])([CH3:15])[CH3:14], predict the reactants needed to synthesize it. The reactants are: [Br:1][C:2]1[CH:3]=[C:4]([C@@H:7]2[CH2:9][C@H:8]2C(O)=O)[S:5][CH:6]=1.[C:13]([OH:17])([CH3:16])([CH3:15])[CH3:14].C([N:20]([CH2:23]C)CC)C.C1(P(N=[N+]=[N-])(C2C=CC=CC=2)=[O:32])C=CC=CC=1. (2) Given the product [Cl:22][CH2:21][O:11][C:10](=[O:12])[C@@H:9]([NH:8][C:6]([O:5][C:1]([CH3:4])([CH3:3])[CH3:2])=[O:7])[CH:13]([CH3:15])[CH3:14], predict the reactants needed to synthesize it. The reactants are: [C:1]([O:5][C:6]([NH:8][C@@H:9]([CH:13]([CH3:15])[CH3:14])[C:10]([OH:12])=[O:11])=[O:7])([CH3:4])([CH3:3])[CH3:2].C([O-])(O)=O.[Na+].[CH2:21](Cl)[Cl:22]. (3) Given the product [SH:15][C:16]1[NH:1][CH:2]=[CH:3][N:17]=1.[N:17]1[C:16](=[S:15])[N:1]=[CH:2][CH:3]=1, predict the reactants needed to synthesize it. The reactants are: [NH2:1][CH2:2][C:3](C1C=NC=CC=1)=O.NC(N)=O.[S-:15][C:16]#[N:17].[K+].C(=O)(O)[O-].[Na+]. (4) The reactants are: [N:1]1[CH:6]=[CH:5][C:4]([C:7](=O)[CH2:8][C:9]([O:11]CC)=O)=[N:3][CH:2]=1.Br.[CH3:16][C:17]1([CH3:23])[NH:21][C:20]([NH2:22])=[N:19][CH2:18]1.C(=O)([O-])[O-].[K+].[K+]. Given the product [CH3:16][C:17]1([CH3:23])[CH2:18][N:19]2[C:9](=[O:11])[CH:8]=[C:7]([C:4]3[CH:5]=[CH:6][N:1]=[CH:2][N:3]=3)[N:22]=[C:20]2[NH:21]1, predict the reactants needed to synthesize it. (5) Given the product [CH2:10]([O:12][C:13](=[O:20])[CH2:14][CH:15]1[C:8]2[C:3](=[CH:4][CH:5]=[CH:6][CH:7]=2)[CH2:2][CH2:1][O:9]1)[CH3:11], predict the reactants needed to synthesize it. The reactants are: [CH2:1]([OH:9])[CH2:2][C:3]1[CH:8]=[CH:7][CH:6]=[CH:5][CH:4]=1.[CH2:10]([O:12][CH:13]([O:20]CC)[CH2:14][C:15](OCC)=O)[CH3:11].Cl. (6) Given the product [CH2:42]([O:41][C:33]1[CH:32]=[C:28]([C:29]([N:59]2[CH2:60][CH2:61][C:56]3([CH2:55][C:54](=[O:66])[C:53]4[C:63](=[CH:64][CH:65]=[C:51]([C:48]5[NH:47][C:46](=[O:45])[O:50][N:49]=5)[CH:52]=4)[O:62]3)[CH2:57][CH2:58]2)=[O:31])[CH:27]=[C:26]([O:25][CH2:23][CH3:24])[C:34]=1[C:35]1[CH:36]=[N:37][N:38]([CH3:40])[CH:39]=1)[CH3:43], predict the reactants needed to synthesize it. The reactants are: C1C=CC2N(O)N=NC=2C=1.CCN=C=NCCCN(C)C.Cl.[CH2:23]([O:25][C:26]1[CH:27]=[C:28]([CH:32]=[C:33]([O:41][CH2:42][CH3:43])[C:34]=1[C:35]1[CH:36]=[N:37][N:38]([CH3:40])[CH:39]=1)[C:29]([OH:31])=O)[CH3:24].Cl.[O:45]=[C:46]1[O:50][N:49]=[C:48]([C:51]2[CH:52]=[C:53]3[C:63](=[CH:64][CH:65]=2)[O:62][C:56]2([CH2:61][CH2:60][NH:59][CH2:58][CH2:57]2)[CH2:55][C:54]3=[O:66])[NH:47]1. (7) Given the product [Br:27][CH2:1][C:2]1[N:7]=[C:6]2[N:8]=[C:9]([C:11]3[CH:16]=[CH:15][CH:14]=[C:13]([N+:17]([O-:19])=[O:18])[CH:12]=3)[O:10][C:5]2=[CH:4][CH:3]=1, predict the reactants needed to synthesize it. The reactants are: [CH3:1][C:2]1[N:7]=[C:6]2[N:8]=[C:9]([C:11]3[CH:16]=[CH:15][CH:14]=[C:13]([N+:17]([O-:19])=[O:18])[CH:12]=3)[O:10][C:5]2=[CH:4][CH:3]=1.C1C(=O)N([Br:27])C(=O)C1.C(OOC(=O)C1C=CC=CC=1)(=O)C1C=CC=CC=1.[Br-]. (8) The reactants are: [CH3:1][C:2]1[C:7]([C:8]2[NH:12][C:11]3[CH:13]=[CH:14][C:15]([CH2:17][C:18]([OH:20])=O)=[CH:16][C:10]=3[N:9]=2)=[CH:6][CH:5]=[CH:4][N:3]=1.[Cl:21][C:22]1[CH:27]=[CH:26][C:25]([CH:28]([C:30]2[CH:35]=[CH:34][CH:33]=[CH:32][CH:31]=2)[NH2:29])=[C:24]([CH3:36])[CH:23]=1. Given the product [Cl:21][C:22]1[CH:27]=[CH:26][C:25]([CH:28]([C:30]2[CH:31]=[CH:32][CH:33]=[CH:34][CH:35]=2)[NH:29][C:18](=[O:20])[CH2:17][C:15]2[CH:14]=[CH:13][C:11]3[NH:12][C:8]([C:7]4[C:2]([CH3:1])=[N:3][CH:4]=[CH:5][CH:6]=4)=[N:9][C:10]=3[CH:16]=2)=[C:24]([CH3:36])[CH:23]=1, predict the reactants needed to synthesize it. (9) Given the product [Cl:23][CH2:22][CH2:21][CH2:20][CH2:19][O:1][C:2]1[CH:3]=[CH:4][C:5]2[CH2:11][C:10]([CH3:13])([CH3:12])[NH:9][C:8](=[O:14])[NH:7][C:6]=2[CH:15]=1, predict the reactants needed to synthesize it. The reactants are: [OH:1][C:2]1[CH:3]=[CH:4][C:5]2[CH2:11][C:10]([CH3:13])([CH3:12])[NH:9][C:8](=[O:14])[NH:7][C:6]=2[CH:15]=1.[OH-].[Na+].Br[CH2:19][CH2:20][CH2:21][CH2:22][Cl:23].O.